From a dataset of Forward reaction prediction with 1.9M reactions from USPTO patents (1976-2016). Predict the product of the given reaction. (1) Given the reactants [Cl:1][C:2]1[CH:7]=[CH:6][C:5]([CH:8]([NH:14][C:15]2[CH:16]=[C:17]([CH3:25])[C:18]3[N:19]([C:21]([CH3:24])=[N:22][N:23]=3)[CH:20]=2)[C:9]([O:11][CH2:12][CH3:13])=[O:10])=[CH:4][CH:3]=1.[CH:26]1([C:29](=[O:38])[CH2:30][C:31](=[O:37])SC(C)(C)C)[CH2:28][CH2:27]1, predict the reaction product. The product is: [Cl:1][C:2]1[CH:7]=[CH:6][C:5]([CH:8]([N:14]([C:15]2[CH:16]=[C:17]([CH3:25])[C:18]3[N:19]([C:21]([CH3:24])=[N:22][N:23]=3)[CH:20]=2)[C:31](=[O:37])[CH2:30][C:29]([CH:26]2[CH2:28][CH2:27]2)=[O:38])[C:9]([O:11][CH2:12][CH3:13])=[O:10])=[CH:4][CH:3]=1. (2) Given the reactants [NH2:1][C:2]1[CH:3]=[CH:4][C:5]([OH:16])=[N:6][C:7]=1[NH:8][C:9]1([CH3:15])[CH2:14][CH2:13][CH2:12][CH2:11][CH2:10]1.[CH:17](OC)(OC)OC, predict the reaction product. The product is: [CH3:15][C:9]1([N:8]2[C:7]3=[N:6][C:5]([OH:16])=[CH:4][CH:3]=[C:2]3[N:1]=[CH:17]2)[CH2:14][CH2:13][CH2:12][CH2:11][CH2:10]1. (3) Given the reactants [C:1]([O:5][C:6]([N:8]1[C:16]2[CH:15]=[C:14](Cl)[N:13]=[CH:12][C:11]=2[C:10]([CH3:19])([CH3:18])[CH2:9]1)=[O:7])([CH3:4])([CH3:3])[CH3:2].[Br-].[Li+].[Br-].[CH2:23]([Zn+])[C:24]1[CH:29]=[CH:28][CH:27]=[CH:26][CH:25]=1.C(O)(=O)CC(CC(O)=O)(C(O)=O)O, predict the reaction product. The product is: [C:1]([O:5][C:6]([N:8]1[C:16]2[CH:15]=[C:14]([CH2:23][C:24]3[CH:29]=[CH:28][CH:27]=[CH:26][CH:25]=3)[N:13]=[CH:12][C:11]=2[C:10]([CH3:19])([CH3:18])[CH2:9]1)=[O:7])([CH3:4])([CH3:3])[CH3:2]. (4) Given the reactants CO.C([O:10][C:11]1[C:12]([CH3:31])=[C:13]([CH3:30])[C:14]([NH:18][C:19]([C:21]2[CH:29]=[CH:28][C:24]3[O:25][CH2:26][O:27][C:23]=3[CH:22]=2)=[O:20])=[N:15][C:16]=1[CH3:17])C1C=CC=CC=1, predict the reaction product. The product is: [OH:10][C:11]1[C:12]([CH3:31])=[C:13]([CH3:30])[C:14]([NH:18][C:19]([C:21]2[CH:29]=[CH:28][C:24]3[O:25][CH2:26][O:27][C:23]=3[CH:22]=2)=[O:20])=[N:15][C:16]=1[CH3:17].